This data is from Catalyst prediction with 721,799 reactions and 888 catalyst types from USPTO. The task is: Predict which catalyst facilitates the given reaction. (1) Reactant: [C:1]([C:3]1[CH:29]=[CH:28][C:6]2[NH:7][C:8]([CH:10]([C:16]3[C:24]([O:25][CH3:26])=[CH:23][C:22]([CH3:27])=[C:21]4[C:17]=3[CH:18]=[CH:19][NH:20]4)[CH2:11][C:12]([O:14]C)=[O:13])=[N:9][C:5]=2[CH:4]=1)#[N:2].[OH-].[Na+]. Product: [C:1]([C:3]1[CH:29]=[CH:28][C:6]2[NH:7][C:8]([CH:10]([C:16]3[C:24]([O:25][CH3:26])=[CH:23][C:22]([CH3:27])=[C:21]4[C:17]=3[CH:18]=[CH:19][NH:20]4)[CH2:11][C:12]([OH:14])=[O:13])=[N:9][C:5]=2[CH:4]=1)#[N:2]. The catalyst class is: 24. (2) Reactant: Cl[C:2]1[N:7]=[CH:6][CH:5]=[C:4]([Cl:8])[N:3]=1.[F:9][C:10]1[CH:11]=[C:12]([OH:19])[CH:13]=[CH:14][C:15]=1[N+:16]([O-:18])=[O:17].C(N(C(C)C)CC)(C)C. Product: [Cl:8][C:4]1[CH:5]=[C:6]([O:19][C:12]2[CH:13]=[CH:14][C:15]([N+:16]([O-:18])=[O:17])=[C:10]([F:9])[CH:11]=2)[N:7]=[CH:2][N:3]=1. The catalyst class is: 60. (3) Reactant: [F:1][C:2]1[CH:3]=[C:4]([CH2:8][C:9]#[N:10])[CH:5]=[CH:6][CH:7]=1.Br[CH2:12][CH2:13][CH2:14][CH2:15][CH2:16]Br.[H-].[Na+]. Product: [F:1][C:2]1[CH:3]=[C:4]([C:8]2([C:9]#[N:10])[CH2:16][CH2:15][CH2:14][CH2:13][CH2:12]2)[CH:5]=[CH:6][CH:7]=1. The catalyst class is: 3. (4) Reactant: C1(O[C:8](=[O:19])[NH:9][C:10]2[S:14][N:13]=[C:12]([SH:15])[C:11]=2[C:16](=[O:18])[NH2:17])C=CC=CC=1.[CH3:20][C:21]1[CH:28]=[CH:27][C:24]([CH2:25]Cl)=[CH:23][CH:22]=1.O1CCCC1.[Cl:34][C:35]1[CH:36]=[C:37]([CH:40]=[CH:41][C:42]=1[F:43])[CH2:38][NH2:39]. Product: [Cl:34][C:35]1[CH:36]=[C:37]([CH:40]=[CH:41][C:42]=1[F:43])[CH2:38][NH:39][C:8](=[O:19])[NH:9][C:10]1[S:14][N:13]=[C:12]([S:15][CH2:20][C:21]2[CH:28]=[CH:27][C:24]([CH3:25])=[CH:23][CH:22]=2)[C:11]=1[C:16]([NH2:17])=[O:18]. The catalyst class is: 517. (5) Reactant: [C:1]([O:5][C:6]([N:8]([CH2:31][C@H:32]([O:40][Si](C(C)(C)C)(C)C)[C:33]1[CH:38]=[CH:37][CH:36]=[C:35]([Cl:39])[CH:34]=1)[C@H:9]([CH3:30])[CH2:10][C:11]1[CH:16]=[CH:15][C:14]([S:17]([C:20]2[CH:28]=[CH:27][C:26](F)=[CH:25][C:21]=2[C:22]([OH:24])=[O:23])(=[O:19])=[O:18])=[CH:13][CH:12]=1)=[O:7])([CH3:4])([CH3:3])[CH3:2].[CH3:48][S-:49].[Na+].Cl. Product: [C:1]([O:5][C:6]([N:8]([CH2:31][C@@H:32]([C:33]1[CH:38]=[CH:37][CH:36]=[C:35]([Cl:39])[CH:34]=1)[OH:40])[C@H:9]([CH3:30])[CH2:10][C:11]1[CH:16]=[CH:15][C:14]([S:17]([C:20]2[CH:28]=[CH:27][C:26]([S:49][CH3:48])=[CH:25][C:21]=2[C:22]([OH:24])=[O:23])(=[O:18])=[O:19])=[CH:13][CH:12]=1)=[O:7])([CH3:4])([CH3:3])[CH3:2]. The catalyst class is: 9. (6) Reactant: [P:1]([O:6]C)([O:4][CH3:5])[O:2][CH3:3].[C:8]([OH:11])(=O)C.[N+:12]([C:15]1[CH:23]=[CH:22][CH:21]=[CH:20][C:16]=1[C:17](Cl)=[O:18])([O-:14])=[O:13]. Product: [CH3:3][O:2][P:1]([C:17]([P:1]([O:2][CH3:3])([O:4][CH3:5])=[O:6])([OH:18])[C:16]1[CH:20]=[CH:21][CH:22]=[CH:23][C:15]=1[N+:12]([O-:14])=[O:13])(=[O:4])[O:11][CH3:8]. The catalyst class is: 13. (7) Reactant: [C:1]([N:4]1[C:13]2[C:8](=[CH:9][C:10]([C:14]3[CH:19]=[CH:18][C:17]([CH2:20][N:21]4[CH2:26][CH2:25][CH2:24][CH2:23][CH2:22]4)=[CH:16][CH:15]=3)=[CH:11][CH:12]=2)[CH:7]([NH:27]C=O)[CH2:6][CH:5]1[CH2:30][CH3:31])(=[O:3])[CH3:2].Cl. Product: [C:1]([N:4]1[C:13]2[C:8](=[CH:9][C:10]([C:14]3[CH:19]=[CH:18][C:17]([CH2:20][N:21]4[CH2:26][CH2:25][CH2:24][CH2:23][CH2:22]4)=[CH:16][CH:15]=3)=[CH:11][CH:12]=2)[C@H:7]([NH2:27])[CH2:6][C@@H:5]1[CH2:30][CH3:31])(=[O:3])[CH3:2]. The catalyst class is: 8.